The task is: Predict the product of the given reaction.. This data is from Forward reaction prediction with 1.9M reactions from USPTO patents (1976-2016). (1) The product is: [Cl:15][C:7]1[CH:8]=[C:9]2[C:4](=[CH:5][CH:6]=1)[N:3]=[C:2]([NH:16][C@H:17]([C:18](=[O:19])[NH:20][C:21]1[CH:22]=[CH:23][CH:24]=[CH:25][CH:26]=1)[CH2:27][C:28]1[CH:33]=[CH:32][CH:31]=[CH:30][CH:29]=1)[C:11]([C:12]([OH:14])=[O:13])=[CH:10]2. Given the reactants Cl[C:2]1[C:11]([C:12]([OH:14])=[O:13])=[CH:10][C:9]2[C:4](=[CH:5][CH:6]=[C:7]([Cl:15])[CH:8]=2)[N:3]=1.[NH2:16][C@@H:17]([CH2:27][C:28]1[CH:33]=[CH:32][CH:31]=[CH:30][CH:29]=1)[C:18]([NH:20][C:21]1[CH:26]=[CH:25][CH:24]=[CH:23][CH:22]=1)=[O:19], predict the reaction product. (2) Given the reactants [C:1]([C:13]1[CH:14]=[C:15]([CH:18]=[CH:19][CH:20]=1)[CH:16]=O)#[C:2][CH2:3][CH2:4][CH2:5][CH2:6][CH2:7][CH2:8][CH2:9][CH2:10][CH2:11][CH3:12].[F:21][C:22]([F:32])([F:31])[C:23]1[CH:30]=[CH:29][C:26]([CH2:27][NH2:28])=[CH:25][CH:24]=1, predict the reaction product. The product is: [C:1]([C:13]1[CH:14]=[C:15]([CH:18]=[CH:19][CH:20]=1)[CH2:16][NH:28][CH2:27][C:26]1[CH:25]=[CH:24][C:23]([C:22]([F:21])([F:31])[F:32])=[CH:30][CH:29]=1)#[C:2][CH2:3][CH2:4][CH2:5][CH2:6][CH2:7][CH2:8][CH2:9][CH2:10][CH2:11][CH3:12].